From a dataset of Full USPTO retrosynthesis dataset with 1.9M reactions from patents (1976-2016). Predict the reactants needed to synthesize the given product. (1) Given the product [C:12]1([C:10]2[O:11][C:7]3[CH:6]=[C:5]([C:3]([OH:4])=[O:2])[CH:19]=[CH:18][C:8]=3[CH:9]=2)[CH:13]=[CH:14][CH:15]=[CH:16][CH:17]=1, predict the reactants needed to synthesize it. The reactants are: C[O:2][C:3]([C:5]1[CH:19]=[CH:18][C:8]2[CH:9]=[C:10]([C:12]3[CH:17]=[CH:16][CH:15]=[CH:14][CH:13]=3)[O:11][C:7]=2[CH:6]=1)=[O:4].O[Li].O. (2) Given the product [CH2:1]([O:8][C:9]1[CH:10]=[CH:11][C:12]([CH2:13][N:14]2[C:22]([Br:36])=[N:21][C:20]3[C:15]2=[N:16][C:17]([O:24][CH2:25][CH2:26][CH2:27][CH3:28])=[N:18][C:19]=3[NH2:23])=[CH:29][CH:30]=1)[C:2]1[CH:3]=[CH:4][CH:5]=[CH:6][CH:7]=1, predict the reactants needed to synthesize it. The reactants are: [CH2:1]([O:8][C:9]1[CH:30]=[CH:29][C:12]([CH2:13][N:14]2[CH:22]=[N:21][C:20]3[C:15]2=[N:16][C:17]([O:24][CH2:25][CH2:26][CH2:27][CH3:28])=[N:18][C:19]=3[NH2:23])=[CH:11][CH:10]=1)[C:2]1[CH:7]=[CH:6][CH:5]=[CH:4][CH:3]=1.C([O-])(=O)C.[Na+].[Br:36]Br.C(=O)([O-])O.[Na+].S([O-])([O-])(=O)=S.[Na+].[Na+]. (3) Given the product [CH3:1][N:2]([CH3:13])[CH2:3][CH2:4][O:5][C:6]1[CH:7]=[C:8]([C:20]2[CH:21]=[CH:22][C:17]([C:14]([OH:16])=[O:15])=[CH:18][CH:19]=2)[CH:9]=[CH:10][CH:11]=1, predict the reactants needed to synthesize it. The reactants are: [CH3:1][N:2]([CH3:13])[CH2:3][CH2:4][O:5][C:6]1[CH:7]=[C:8](I)[CH:9]=[CH:10][CH:11]=1.[C:14]([C:17]1[CH:22]=[CH:21][C:20](B(O)O)=[CH:19][CH:18]=1)([OH:16])=[O:15].C(=O)([O-])[O-].[Na+].[Na+].